Dataset: Experimentally validated miRNA-target interactions with 360,000+ pairs, plus equal number of negative samples. Task: Binary Classification. Given a miRNA mature sequence and a target amino acid sequence, predict their likelihood of interaction. (1) The miRNA is hsa-miR-590-3p with sequence UAAUUUUAUGUAUAAGCUAGU. The protein sequence of the target gene is MALLRGLLVLSLSCLQGPCFTFSPVSAVDLPGQQPVSEQAQQKLPLPALFKLDNQDFGDHATLKRSPGHCKSVPTAEETRRLAQAMMAFTTDLFSLVAQTSTSSNLVLSPLSVALALSHLALGAQNQTLHSLHRVLHMNTGSCLPHLLSHFYQNLGPGTIRLAARIYLQKGFPIKDDFLEQSERLFGAKPVKLTGKQEEDLANINQWVKEATEGKIEDFLSELPDSTVLLLLNAIHFHGFWRTKFDPSLTQKDFFHLDERFTVSVDMMHAVSYPLRWFLLEQPEIQVAHFPFKNNMSFVV.... Result: 0 (no interaction). (2) The miRNA is mmu-miR-3470b with sequence UCACUCUGUAGACCAGGCUGG. The protein sequence of the target gene is MEKRLQEAQVYKEEGNQRYREGKYRDAVSRYHRALLQLRGLDPSLPSPLSSLGPQGPALTPEQENILHTIQTHCYNNLAACLLQMEPVNYERVREYSQKVLERQPDNAKALYRAGVAFFHLQDYDRARHHLLAAVNRQPKDANVRRYLQLTQSELSSYHRKEKQLYLGMFG. Result: 1 (interaction).